Dataset: Reaction yield outcomes from USPTO patents with 853,638 reactions. Task: Predict the reaction yield, written as a fraction of the theoretical maximum amount of product (1.0 means a 100% yield; for example, 0.34 means a 34% yield). (1) The reactants are [Br-].[C:2]([N+:4]1[CH:9]=[CH:8][C:7]([N:10]([CH3:12])[CH3:11])=[CH:6][CH:5]=1)#[N:3].[F:13][C:14]([F:22])([F:21])[S:15]([O:18]CC)(=[O:17])=[O:16]. No catalyst specified. The product is [F:13][C:14]([F:22])([F:21])[S:15]([O-:18])(=[O:17])=[O:16].[C:2]([N+:4]1[CH:5]=[CH:6][C:7]([N:10]([CH3:12])[CH3:11])=[CH:8][CH:9]=1)#[N:3]. The yield is 0.980. (2) The yield is 0.810. The product is [CH2:16]([O:15][C:13]([NH:12][CH2:11][CH2:10][N:9]([CH2:23][CH2:24][NH:25][C:26]([O:28][CH2:29][C:30]1[CH:31]=[CH:32][CH:33]=[CH:34][CH:35]=1)=[O:27])[CH2:8][CH2:7][CH2:6][C@H:2]([NH:1][C:47]([O:46][C:43]([CH3:45])([CH3:44])[CH3:42])=[O:48])[C:3]([OH:5])=[O:4])=[O:14])[C:17]1[CH:18]=[CH:19][CH:20]=[CH:21][CH:22]=1. The reactants are [NH2:1][C@@H:2]([CH2:6][CH2:7][CH2:8][N:9]([CH2:23][CH2:24][NH:25][C:26]([O:28][CH2:29][C:30]1[CH:35]=[CH:34][CH:33]=[CH:32][CH:31]=1)=[O:27])[CH2:10][CH2:11][NH:12][C:13]([O:15][CH2:16][C:17]1[CH:22]=[CH:21][CH:20]=[CH:19][CH:18]=1)=[O:14])[C:3]([OH:5])=[O:4].C([O-])([O-])=O.[K+].[K+].[CH3:42][C:43]([O:46][C:47](O[C:47]([O:46][C:43]([CH3:45])([CH3:44])[CH3:42])=[O:48])=[O:48])([CH3:45])[CH3:44]. The catalyst is O.CC(C)=O. (3) The reactants are C(OC([N:8]1[CH2:13][CH2:12][N:11]([CH2:14][C:15](=[O:47])[NH:16][CH:17]([B:34]2[O:42]C3C(C)(C4CC(C3)C4(C)C)[O:35]2)[CH2:18][C:19]2[CH:24]=[CH:23][CH:22]=[C:21]([C:25]([O:27]C(C)(C)C)=[O:26])[C:20]=2OC)[CH2:10][CH2:9]1)=O)(C)(C)C.B(Cl)(Cl)Cl. No catalyst specified. The product is [OH:42][B:34]1[CH:17]([NH:16][C:15](=[O:47])[CH2:14][N:11]2[CH2:12][CH2:13][NH:8][CH2:9][CH2:10]2)[CH2:18][C:19]2[CH:24]=[CH:23][CH:22]=[C:21]([C:25]([OH:27])=[O:26])[C:20]=2[O:35]1. The yield is 0.0800. (4) The yield is 0.620. The catalyst is C1COCC1. The reactants are [CH3:1][CH2:2][O:3][C:4]([C:6]1[N:7](C(OC(C)(C)C)=O)[C:8]2[C:13]([CH:14]=1)=[CH:12][C:11]([Cl:15])=[CH:10][C:9]=2[CH2:16]Br)=[O:5].[NH:25]1[CH2:30][CH2:29][O:28][CH2:27][CH2:26]1. The product is [CH2:2]([O:3][C:4]([C:6]1[NH:7][C:8]2[C:13]([CH:14]=1)=[CH:12][C:11]([Cl:15])=[CH:10][C:9]=2[CH2:16][N:25]1[CH2:30][CH2:29][O:28][CH2:27][CH2:26]1)=[O:5])[CH3:1]. (5) The reactants are C(OC([NH:8][C@@H:9]([CH2:13][CH2:14][N:15]([CH3:17])[CH3:16])[C:10]([NH2:12])=[O:11])=O)(C)(C)C.[O-]S(C(F)(F)F)(=O)=O.[Sn+2].[O-]S(C(F)(F)F)(=O)=O. The catalyst is ClCCl. The product is [NH2:8][C@@H:9]([CH2:13][CH2:14][N:15]([CH3:17])[CH3:16])[C:10]([NH2:12])=[O:11]. The yield is 0.110. (6) The reactants are [CH2:1]([N:8]1[CH:14]2[CH2:15][CH2:16][CH2:17][CH:9]1[CH2:10][NH:11][CH2:12][CH2:13]2)[C:2]1[CH:7]=[CH:6][CH:5]=[CH:4][CH:3]=1.[C:18](O[C:18](=[O:21])[CH2:19][CH3:20])(=[O:21])[CH2:19][CH3:20].[OH-].[Na+]. The catalyst is ClCCl. The product is [CH2:1]([N:8]1[CH:14]2[CH2:15][CH2:16][CH2:17][CH:9]1[CH2:10][N:11]([C:18](=[O:21])[CH2:19][CH3:20])[CH2:12][CH2:13]2)[C:2]1[CH:3]=[CH:4][CH:5]=[CH:6][CH:7]=1. The yield is 0.940.